From a dataset of Forward reaction prediction with 1.9M reactions from USPTO patents (1976-2016). Predict the product of the given reaction. Given the reactants [Cl:1][C:2]1[C:7]([CH3:8])=[CH:6][CH:5]=[CH:4][C:3]=1[CH3:9].C1C(=O)N([Br:17])C(=O)C1.C(OOC(=O)C1C=CC=CC=1)(=O)C1C=CC=CC=1, predict the reaction product. The product is: [Br:17][CH2:9][C:3]1[CH:4]=[CH:5][CH:6]=[C:7]([CH3:8])[C:2]=1[Cl:1].